From a dataset of Forward reaction prediction with 1.9M reactions from USPTO patents (1976-2016). Predict the product of the given reaction. (1) Given the reactants [Br:1][C:2]1[N:7]=[C:6]([C:8]([OH:10])=[O:9])[CH:5]=[CH:4][CH:3]=1.S(=O)(=O)(O)O.[CH3:16]COC(C)=O.C(=O)(O)[O-].[Na+], predict the reaction product. The product is: [Br:1][C:2]1[N:7]=[C:6]([C:8]([O:10][CH3:16])=[O:9])[CH:5]=[CH:4][CH:3]=1. (2) Given the reactants [Cl:1][C:2]1[CH:3]=[C:4]([C@H:8]([C@H:25]([C:27]2[CH:32]=[CH:31][C:30]([Cl:33])=[CH:29][CH:28]=2)O)[CH2:9][C@:10]([CH3:24])([CH2:21][CH:22]=[CH2:23])[C:11]([NH:13][C@@H:14]([C:17]([CH3:20])([CH3:19])[CH3:18])[CH2:15]O)=[O:12])[CH:5]=[CH:6][CH:7]=1.N1C(C)=CC=CC=1C.[F:42][C:43]([F:56])([F:55])[S:44]([O:47]S(C(F)(F)F)(=O)=O)(=[O:46])=[O:45].C(OCC)(=O)C, predict the reaction product. The product is: [O-:47][S:44]([C:43]([F:56])([F:55])[F:42])(=[O:46])=[O:45].[CH2:21]([C@@:10]1([CH3:24])[CH2:9][C@H:8]([C:4]2[CH:5]=[CH:6][CH:7]=[C:2]([Cl:1])[CH:3]=2)[C@@H:25]([C:27]2[CH:28]=[CH:29][C:30]([Cl:33])=[CH:31][CH:32]=2)[N+:13]2[C@@H:14]([C:17]([CH3:20])([CH3:18])[CH3:19])[CH2:15][O:12][C:11]1=2)[CH:22]=[CH2:23].